This data is from Catalyst prediction with 721,799 reactions and 888 catalyst types from USPTO. The task is: Predict which catalyst facilitates the given reaction. (1) Reactant: [CH2:1]([C:3]([O:5][CH:6](I)[C:7]([O:9][CH:10]([CH3:12])[CH3:11])=[O:8])=[S:4])[CH3:2].[C:14]([OH:27])(=[O:26])[CH2:15][CH2:16][CH2:17][CH2:18][CH2:19][CH2:20][CH2:21][CH2:22][CH2:23][CH2:24][CH3:25].C(N(C(C)C)CC)(C)C. Product: [CH2:1]([C:3]([O:5][CH:6]([O:27][C:14](=[O:26])[CH2:15][CH2:16][CH2:17][CH2:18][CH2:19][CH2:20][CH2:21][CH2:22][CH2:23][CH2:24][CH3:25])[C:7]([O:9][CH:10]([CH3:12])[CH3:11])=[O:8])=[S:4])[CH3:2]. The catalyst class is: 7. (2) Reactant: Cl.[CH3:2][O:3][C:4]1[CH:5]=[CH:6][C:7]([NH2:11])=[C:8]([SH:10])[CH:9]=1.C(N(CC)CC)C.[Br:19][C:20]1[C:28]([O:29][CH3:30])=[CH:27][CH:26]=[CH:25][C:21]=1[C:22](Cl)=O.[OH-].[Na+]. Product: [CH3:2][O:3][C:4]1[CH:5]=[CH:6][C:7]2[N:11]=[C:22]([C:21]3[CH:25]=[CH:26][CH:27]=[C:28]([O:29][CH3:30])[C:20]=3[Br:19])[S:10][C:8]=2[CH:9]=1. The catalyst class is: 60. (3) Reactant: FC(F)(F)C(O)=O.[NH2:8][CH2:9][C:10]1[N:15]=[C:14]([C:16]2[S:17][C:18]3[CH:26]=[CH:25][CH:24]=[CH:23][C:19]=3[C:20](=[O:22])[N:21]=2)[CH:13]=[CH:12][CH:11]=1.[C:27]1([C:32](Cl)=[O:33])[S:31][CH:30]=[CH:29][CH:28]=1.C(OCC)(=O)C.O. Product: [O:22]=[C:20]1[C:19]2[CH:23]=[CH:24][CH:25]=[CH:26][C:18]=2[S:17][C:16]([C:14]2[N:15]=[C:10]([CH2:9][NH:8][C:32]([C:27]3[S:31][CH:30]=[CH:29][CH:28]=3)=[O:33])[CH:11]=[CH:12][CH:13]=2)=[N:21]1. The catalyst class is: 80. (4) Reactant: [CH:1]1[C:10]2[C:5](=[CH:6][CH:7]=[CH:8][CH:9]=2)[CH:4]=[CH:3][C:2]=1[CH2:11][O:12][CH2:13][C:14]1[O:18][N:17]=[C:16]([C:19]([OH:21])=O)[CH:15]=1.[O:22]1[CH2:27][CH2:26][CH:25]([CH2:28][NH2:29])[CH2:24][CH2:23]1.ON1C2C=CC=CC=2N=N1.Cl.C(N=C=NCCCN(C)C)C. Product: [O:22]1[CH2:27][CH2:26][CH:25]([CH2:28][NH:29][C:19]([C:16]2[CH:15]=[C:14]([CH2:13][O:12][CH2:11][C:2]3[CH:3]=[CH:4][C:5]4[C:10](=[CH:9][CH:8]=[CH:7][CH:6]=4)[CH:1]=3)[O:18][N:17]=2)=[O:21])[CH2:24][CH2:23]1. The catalyst class is: 22.